This data is from Plasma protein binding rate (PPBR) regression data from AstraZeneca. The task is: Regression/Classification. Given a drug SMILES string, predict its absorption, distribution, metabolism, or excretion properties. Task type varies by dataset: regression for continuous measurements (e.g., permeability, clearance, half-life) or binary classification for categorical outcomes (e.g., BBB penetration, CYP inhibition). For this dataset (ppbr_az), we predict Y. (1) The molecule is CC(=O)Nc1ccc2c(c1)c(-c1cc(NC3CC3)n3ncc(C#N)c3n1)cn2CCO. The Y is 98.2 %. (2) The compound is COc1cc(NC(C)CCCN)c2ncccc2c1. The Y is 59.7 %. (3) The compound is O=c1cc(O)oc2c1c(=O)n(-c1ccccc1)c1ccccc21. The Y is 98.2 %. (4) The molecule is Cc1ccc(S(=O)(=O)Nc2c(C(=O)N[C@@H](C)C(C)(C)C)c(C)nn2-c2ccccc2)cc1. The Y is 98.9 %. (5) The compound is CC(C(=O)OC1CC[N+](C)(C)CC1)(c1ccccc1)N1CCCCC1. The Y is 22.0 %. (6) The drug is Cc1cn([C@H]2CCCN(Cc3ccc(C(=O)O)c(Oc4cccc(Cl)c4)c3)C2)c(=O)[nH]c1=O. The Y is 97.3 %.